This data is from Peptide-MHC class I binding affinity with 185,985 pairs from IEDB/IMGT. The task is: Regression. Given a peptide amino acid sequence and an MHC pseudo amino acid sequence, predict their binding affinity value. This is MHC class I binding data. The peptide sequence is ARLFGIRAK. The MHC is HLA-B07:02 with pseudo-sequence HLA-B07:02. The binding affinity (normalized) is 0.0847.